Dataset: Catalyst prediction with 721,799 reactions and 888 catalyst types from USPTO. Task: Predict which catalyst facilitates the given reaction. Reactant: [Br:1][C:2]1[CH:7]=[CH:6][C:5]([NH:8][CH2:9][CH3:10])=[C:4]([C:11]([CH3:14])([CH3:13])[CH3:12])[CH:3]=1.[H-].[Na+].I[CH2:18][CH3:19].[Cl-].[NH4+]. Product: [Br:1][C:2]1[CH:7]=[CH:6][C:5]([N:8]([CH2:18][CH3:19])[CH2:9][CH3:10])=[C:4]([C:11]([CH3:13])([CH3:12])[CH3:14])[CH:3]=1. The catalyst class is: 16.